The task is: Predict the reaction yield, written as a fraction of the theoretical maximum amount of product (1.0 means a 100% yield; for example, 0.34 means a 34% yield).. This data is from Reaction yield outcomes from USPTO patents with 853,638 reactions. (1) The reactants are [CH3:1][C:2]1([CH3:20])[C:6]([CH3:8])([CH3:7])[O:5][B:4](C2CC3(CC(C(OC)=O)C3)C=2)[O:3]1.FC(F)(F)S(O[C:27]1[CH2:32][CH2:31][CH:30]([CH2:33][C:34]([O:36][CH2:37][CH3:38])=[O:35])[CH2:29][CH:28]=1)(=O)=O. No catalyst specified. The product is [CH3:1][C:2]1([CH3:20])[C:6]([CH3:8])([CH3:7])[O:5][B:4]([C:27]2[CH2:32][CH2:31][CH:30]([CH2:33][C:34]([O:36][CH2:37][CH3:38])=[O:35])[CH2:29][CH:28]=2)[O:3]1. The yield is 0.990. (2) The reactants are [F:1][C:2]([F:42])([F:41])[C:3]1[CH:4]=[C:5]([C@H:13]([N:15]([CH3:40])[C:16]([N:18]2[CH2:31][CH2:30][C@@:21]3([NH:25][CH:24]([C:26]([O:28]C)=O)[CH2:23][CH2:22]3)[CH2:20][C@@H:19]2[C:32]2[CH:37]=[CH:36][C:35]([F:38])=[CH:34][C:33]=2[CH3:39])=[O:17])[CH3:14])[CH:6]=[C:7]([C:9]([F:12])([F:11])[F:10])[CH:8]=1.CO.[NH3:45]. No catalyst specified. The product is [F:10][C:9]([F:12])([F:11])[C:7]1[CH:6]=[C:5]([C@H:13]([N:15]([CH3:40])[C:16]([N:18]2[CH2:31][CH2:30][C@@:21]3([NH:25][CH:24]([C:26]([NH2:45])=[O:28])[CH2:23][CH2:22]3)[CH2:20][C@@H:19]2[C:32]2[CH:37]=[CH:36][C:35]([F:38])=[CH:34][C:33]=2[CH3:39])=[O:17])[CH3:14])[CH:4]=[C:3]([C:2]([F:1])([F:41])[F:42])[CH:8]=1. The yield is 0.840. (3) The reactants are [CH3:1][C:2]1([CH3:77])[CH2:7][CH2:6][CH:5]([C:8]2[N:13]3[N:14]=[C:15](/[C:17](/[O:30]/C(/C4C=C5N=C(C)C([C@H](O)C(=O)OCC)=C(C6CCC(C)(C)CC6)N5N=4)=N\CC(=O)CC4C=CC(F)=CC=4)=[N:18]/[CH2:19][C:20](=[O:29])[CH2:21][C:22]4[CH:27]=[CH:26][C:25]([F:28])=[CH:24][CH:23]=4)[CH:16]=[C:12]3[N:11]=[C:10](C)[C:9]=2[C@H](O)C(OCC)=O)[CH2:4][CH2:3]1.[C:78]([O:82][C:83]([CH3:85])=O)([CH3:81])([CH3:80])[CH3:79].[C:86]([O-:89])([O-])=[O:87].[Na+].[Na+].[CH3:92][CH2:93]O. The catalyst is C(Cl)Cl. The product is [C:78]([O:82][C@@H:83]([C:85]1[C:10]([CH3:9])=[N:11][C:12]2[N:13]([N:14]=[C:15]([C:17](=[O:30])[NH:18][CH2:19][C:20](=[O:29])[CH2:21][C:22]3[CH:23]=[CH:24][C:25]([F:28])=[CH:26][CH:27]=3)[CH:16]=2)[C:8]=1[CH:5]1[CH2:6][CH2:7][C:2]([CH3:1])([CH3:77])[CH2:3][CH2:4]1)[C:86]([O:89][CH2:92][CH3:93])=[O:87])([CH3:81])([CH3:80])[CH3:79]. The yield is 0.498. (4) The product is [C:3]([C:7]1[CH:12]=[CH:11][CH:10]=[CH:9][C:8]=1[N:13]1[CH2:18][CH2:17][N:16]([C:26]([C:22]2[CH:21]=[C:20]([O:19][CH2:53][C:54]([O:56][C:57]([CH3:60])([CH3:59])[CH3:58])=[O:55])[CH:25]=[N:24][CH:23]=2)=[O:28])[CH2:15][CH2:14]1)([CH3:6])([CH3:4])[CH3:5]. The catalyst is O.CN(C)C=O.C(N(CC)CC)C. The reactants are Cl.Cl.[C:3]([C:7]1[CH:12]=[CH:11][CH:10]=[CH:9][C:8]=1[N:13]1[CH2:18][CH2:17][NH:16][CH2:15][CH2:14]1)([CH3:6])([CH3:5])[CH3:4].[OH:19][C:20]1[CH:21]=[C:22]([C:26]([OH:28])=O)[CH:23]=[N:24][CH:25]=1.Cl.C(N=C=NCCCN(C)C)C.O.ON1C2C=CC=CC=2N=N1.Br[CH2:53][C:54]([O:56][C:57]([CH3:60])([CH3:59])[CH3:58])=[O:55].C(=O)([O-])[O-].[K+].[K+]. The yield is 0.680. (5) The reactants are Cl[C:2]1[CH:7]=[CH:6][C:5]([O:8][C:9]([N:11]2[C:19]3[C:14](=[CH:15][C:16]([C:21]#[C:22][CH2:23][CH2:24][CH2:25][N:26]([CH2:28][CH:29]=[CH2:30])[CH3:27])=[C:17]([F:20])[CH:18]=3)[CH2:13][CH2:12]2)=[O:10])=[CH:4][CH:3]=1. The catalyst is CC(O)=O.[Pd]. The product is [C:5]1([O:8][C:9]([N:11]2[C:19]3[C:14](=[CH:15][C:16]([CH2:21][CH2:22][CH2:23][CH2:24][CH2:25][N:26]([CH3:27])[CH2:28][CH2:29][CH3:30])=[C:17]([F:20])[CH:18]=3)[CH2:13][CH2:12]2)=[O:10])[CH:6]=[CH:7][CH:2]=[CH:3][CH:4]=1. The yield is 0.640. (6) The reactants are [NH2:1][CH2:2][CH2:3][CH2:4][OH:5].[Br:6][C:7]1[CH:15]=[C:14]([C:16](O)=[O:17])[CH:13]=[C:12]2[C:8]=1[CH:9]=[CH:10][NH:11]2.C(N(CC)CC)C.F[P-](F)(F)(F)(F)F.N1(OC(N(C)C)=[N+](C)C)C2C=CC=CC=2N=N1. The catalyst is CN(C=O)C. The product is [OH:5][CH2:4][CH2:3][CH2:2][NH:1][C:16]([C:14]1[CH:13]=[C:12]2[C:8]([CH:9]=[CH:10][NH:11]2)=[C:7]([Br:6])[CH:15]=1)=[O:17]. The yield is 0.560. (7) The catalyst is CC#N. The yield is 0.652. The product is [Br-:35].[F:17][C:14]1[CH:15]=[CH:16][C:11]([C:9]([C:18]2[CH:19]=[CH:20][C:21]([F:24])=[CH:22][CH:23]=2)([OH:10])[C:4]23[CH2:5][CH2:6][N+:1]([CH2:34][CH2:33][CH2:32][O:31][C:25]4[CH:30]=[CH:29][CH:28]=[CH:27][CH:26]=4)([CH2:2][CH2:3]2)[CH2:8][CH2:7]3)=[CH:12][CH:13]=1. The reactants are [N:1]12[CH2:8][CH2:7][C:4]([C:9]([C:18]3[CH:23]=[CH:22][C:21]([F:24])=[CH:20][CH:19]=3)([C:11]3[CH:16]=[CH:15][C:14]([F:17])=[CH:13][CH:12]=3)[OH:10])([CH2:5][CH2:6]1)[CH2:3][CH2:2]2.[C:25]1([O:31][CH2:32][CH2:33][CH2:34][Br:35])[CH:30]=[CH:29][CH:28]=[CH:27][CH:26]=1. (8) The reactants are [O:1]1[CH:5]=[CH:4][CH:3]=[C:2]1[C:6]1[C:11]([C:12]2[CH:17]=[CH:16][N:15]=[CH:14][CH:13]=2)=[CH:10][C:9]([NH2:18])=[C:8]([NH2:19])[N:7]=1.[CH2:20](OC(OCC)(OCC)C)[CH3:21].O.C(=O)([O-])O.[Na+]. The catalyst is C(O)(=O)C. The product is [O:1]1[CH:5]=[CH:4][CH:3]=[C:2]1[C:6]1[N:7]=[C:8]2[NH:19][C:20]([CH3:21])=[N:18][C:9]2=[CH:10][C:11]=1[C:12]1[CH:17]=[CH:16][N:15]=[CH:14][CH:13]=1. The yield is 0.470. (9) The reactants are CCN=C=NCCCN(C)C.[CH3:12][C:13]1[C:17]2[CH:18]=[CH:19][CH:20]=[CH:21][C:16]=2[O:15][C:14]=1[C:22]([OH:24])=O.[C:25]([O:29][C:30](=[O:57])[CH:31]([NH:41][C:42]([C:44]1[CH:49]=[CH:48][C:47]([C:50]2[CH:55]=[CH:54][C:53]([NH2:56])=[CH:52][CH:51]=2)=[CH:46][CH:45]=1)=[O:43])[CH2:32][CH2:33][C:34]([O:36][C:37]([CH3:40])([CH3:39])[CH3:38])=[O:35])([CH3:28])([CH3:27])[CH3:26]. No catalyst specified. The product is [C:25]([O:29][C:30](=[O:57])[CH:31]([NH:41][C:42]([C:44]1[CH:45]=[CH:46][C:47]([C:50]2[CH:51]=[CH:52][C:53]([NH:56][C:22]([C:14]3[O:15][C:16]4[CH:21]=[CH:20][CH:19]=[CH:18][C:17]=4[C:13]=3[CH3:12])=[O:24])=[CH:54][CH:55]=2)=[CH:48][CH:49]=1)=[O:43])[CH2:32][CH2:33][C:34]([O:36][C:37]([CH3:40])([CH3:39])[CH3:38])=[O:35])([CH3:26])([CH3:27])[CH3:28]. The yield is 0.124.